Task: Regression. Given a peptide amino acid sequence and an MHC pseudo amino acid sequence, predict their binding affinity value. This is MHC class II binding data.. Dataset: Peptide-MHC class II binding affinity with 134,281 pairs from IEDB (1) The peptide sequence is KYQEFFWDANDIYRI. The MHC is DRB1_0404 with pseudo-sequence DRB1_0404. The binding affinity (normalized) is 0.356. (2) The peptide sequence is AFKVTATAANAAPAN. The MHC is DRB1_1001 with pseudo-sequence DRB1_1001. The binding affinity (normalized) is 0.883. (3) The peptide sequence is TSLCFSESIPTPSNR. The MHC is DRB1_0701 with pseudo-sequence DRB1_0701. The binding affinity (normalized) is 0.356. (4) The peptide sequence is AVVGLSMAASSALTL. The MHC is HLA-DQA10102-DQB10602 with pseudo-sequence HLA-DQA10102-DQB10602. The binding affinity (normalized) is 0.576. (5) The peptide sequence is GELQDVDKIDAAFKI. The MHC is DRB1_1302 with pseudo-sequence DRB1_1302. The binding affinity (normalized) is 0.544. (6) The peptide sequence is ALAAAGLVGVLAGLAK. The MHC is HLA-DQA10201-DQB10301 with pseudo-sequence HLA-DQA10201-DQB10301. The binding affinity (normalized) is 0.834.